Task: Predict the reaction yield, written as a fraction of the theoretical maximum amount of product (1.0 means a 100% yield; for example, 0.34 means a 34% yield).. Dataset: Reaction yield outcomes from USPTO patents with 853,638 reactions The reactants are [NH:1]1[C:9]2[C:4](=[CH:5][CH:6]=[CH:7][CH:8]=2)[CH2:3][C:2]1=[O:10].[CH3:11][C:12]1[CH:16]=[C:15]([CH3:17])[NH:14][C:13]=1[CH:18]=O. The catalyst is N1CCCCC1.C(O)C. The product is [CH3:18][C:13]1[NH:14][C:15]([CH:17]=[C:3]2[C:4]3[C:9](=[CH:8][CH:7]=[CH:6][CH:5]=3)[NH:1][C:2]2=[O:10])=[CH:16][C:12]=1[CH3:11]. The yield is 0.570.